Dataset: Full USPTO retrosynthesis dataset with 1.9M reactions from patents (1976-2016). Task: Predict the reactants needed to synthesize the given product. (1) Given the product [CH3:26][O:25][C:21]1[CH:22]=[CH:23][CH:24]=[C:19]([O:16][CH3:17])[CH:20]=1, predict the reactants needed to synthesize it. The reactants are: C1(C=CC=C(O)C=1)O.[OH-].[Na+].S([O:16][CH3:17])(OC)(=O)=O.C[C:19]1[CH:20]=[C:21]([O:25][CH3:26])[CH:22]=[CH:23][CH:24]=1. (2) Given the product [ClH:1].[ClH:1].[CH:3]1([CH2:9][O:10][C:11]2[C:12]3[N:13]([C:17]([C:21]([NH:23][C@H:24]4[CH2:29][CH2:28][CH2:27][N:26]([CH:40]5[CH2:42][CH2:41]5)[CH2:25]4)=[O:22])=[C:18]([CH3:20])[N:19]=3)[CH:14]=[CH:15][CH:16]=2)[CH2:8][CH2:7][CH2:6][CH2:5][CH2:4]1, predict the reactants needed to synthesize it. The reactants are: [ClH:1].Cl.[CH:3]1([CH2:9][O:10][C:11]2[C:12]3[N:13]([C:17]([C:21]([NH:23][C@H:24]4[CH2:29][CH2:28][CH2:27][NH:26][CH2:25]4)=[O:22])=[C:18]([CH3:20])[N:19]=3)[CH:14]=[CH:15][CH:16]=2)[CH2:8][CH2:7][CH2:6][CH2:5][CH2:4]1.C(N(CC)CC)C.C(O[C:40]1(O[Si](C)(C)C)[CH2:42][CH2:41]1)C.C([BH3-])#N.[Na+].